This data is from Reaction yield outcomes from USPTO patents with 853,638 reactions. The task is: Predict the reaction yield, written as a fraction of the theoretical maximum amount of product (1.0 means a 100% yield; for example, 0.34 means a 34% yield). (1) The reactants are [Br:1][C:2]1[CH:7]=[CH:6][C:5]([S:8](Cl)(=[O:10])=[O:9])=[C:4]([O:12][C:13]([F:16])([F:15])[F:14])[CH:3]=1.[CH3:17][NH:18][CH3:19]. No catalyst specified. The product is [Br:1][C:2]1[CH:7]=[CH:6][C:5]([S:8]([N:18]([CH3:19])[CH3:17])(=[O:10])=[O:9])=[C:4]([O:12][C:13]([F:16])([F:15])[F:14])[CH:3]=1. The yield is 0.810. (2) The yield is 0.560. The reactants are [Cl:1][C:2]1[CH:8]=[CH:7][C:5]([NH2:6])=[C:4]([N:9]2[CH2:14][CH2:13][N:12]([CH2:15][CH2:16][C:17]([F:20])([F:19])[F:18])[CH2:11][CH2:10]2)[CH:3]=1.[NH2:21][C:22]1[CH:30]=[CH:29][C:25]([C:26](O)=[O:27])=[C:24]([F:31])[CH:23]=1.CN(C(ON1N=NC2C=CC=NC1=2)=[N+](C)C)C.F[P-](F)(F)(F)(F)F. The catalyst is CN(C=O)C. The product is [NH2:21][C:22]1[CH:30]=[CH:29][C:25]([C:26]([NH:6][C:5]2[CH:7]=[CH:8][C:2]([Cl:1])=[CH:3][C:4]=2[N:9]2[CH2:14][CH2:13][N:12]([CH2:15][CH2:16][C:17]([F:19])([F:18])[F:20])[CH2:11][CH2:10]2)=[O:27])=[C:24]([F:31])[CH:23]=1.